Dataset: Forward reaction prediction with 1.9M reactions from USPTO patents (1976-2016). Task: Predict the product of the given reaction. (1) Given the reactants [Cl-].[Li+].[CH:3]([Mg]Cl)([CH3:5])[CH3:4].[C:8](Cl)(=[O:17])[CH2:9][CH2:10][C:11]1[CH:16]=[CH:15][CH:14]=[CH:13][CH:12]=1, predict the reaction product. The product is: [CH3:4][CH:3]([CH3:5])[C:8](=[O:17])[CH2:9][CH2:10][C:11]1[CH:16]=[CH:15][CH:14]=[CH:13][CH:12]=1. (2) Given the reactants [NH2:1][C:2]1[CH:7]=[CH:6][C:5]([C:8](=[O:10])[CH3:9])=[CH:4][CH:3]=1.[F:11][C:12]([F:24])([F:23])[O:13][C:14]1[CH:22]=[CH:21][C:17]([C:18](Cl)=[O:19])=[CH:16][CH:15]=1.N1C=CC=CC=1, predict the reaction product. The product is: [C:8]([C:5]1[CH:6]=[CH:7][C:2]([NH:1][C:18](=[O:19])[C:17]2[CH:21]=[CH:22][C:14]([O:13][C:12]([F:11])([F:23])[F:24])=[CH:15][CH:16]=2)=[CH:3][CH:4]=1)(=[O:10])[CH3:9]. (3) The product is: [F:20][C:18]([C:7]1[CH:6]=[C:5]2[C:4]([C:3](=[O:23])[N:26]([NH:35][S:32]([CH3:31])(=[O:34])=[O:33])[C:29](=[O:37])[NH:22]2)=[CH:9][C:8]=1[C:10]1[N:11]([CH:15]([CH3:16])[CH3:17])[N:12]=[CH:13][CH:14]=1)([F:21])[CH3:19]. Given the reactants CO[C:3](=[O:23])[C:4]1[CH:9]=[C:8]([C:10]2[N:11]([CH:15]([CH3:17])[CH3:16])[N:12]=[CH:13][CH:14]=2)[C:7]([C:18]([F:21])([F:20])[CH3:19])=[CH:6][C:5]=1[NH2:22].CC[N:26]([CH2:29]C)CC.[CH3:31][S:32]([NH:35]N)(=[O:34])=[O:33].[OH-:37].[Na+], predict the reaction product. (4) The product is: [B:25]([OH:30])([OH:26])[C:10]1[N:9]([C:18]([O:20][C:21]([CH3:24])([CH3:23])[CH3:22])=[O:19])[C:17]2[C:12](=[CH:13][CH:14]=[CH:15][CH:16]=2)[CH:11]=1. Given the reactants [Li+].CC([N-]C(C)C)C.[N:9]1([C:18]([O:20][C:21]([CH3:24])([CH3:23])[CH3:22])=[O:19])[C:17]2[C:12](=[CH:13][CH:14]=[CH:15][CH:16]=2)[CH:11]=[CH:10]1.[B:25](OC(C)C)([O:30]C(C)C)[O:26]C(C)C.Cl.[OH-].[NH4+], predict the reaction product. (5) Given the reactants [C:1]([N:8]1[CH2:13][CH2:12][CH:11]([CH2:14][OH:15])[CH2:10][CH2:9]1)([O:3][C:4]([CH3:7])([CH3:6])[CH3:5])=[O:2].[OH-].[Na+].Br[CH2:19][C:20]([O:22][C:23]([CH3:26])([CH3:25])[CH3:24])=[O:21], predict the reaction product. The product is: [C:23]([O:22][C:20](=[O:21])[CH2:19][O:15][CH2:14][CH:11]1[CH2:12][CH2:13][N:8]([C:1]([O:3][C:4]([CH3:7])([CH3:6])[CH3:5])=[O:2])[CH2:9][CH2:10]1)([CH3:26])([CH3:25])[CH3:24].